This data is from Forward reaction prediction with 1.9M reactions from USPTO patents (1976-2016). The task is: Predict the product of the given reaction. (1) The product is: [Cl:19][C:20]1[C:25]([Cl:26])=[CH:24][CH:23]=[CH:22][C:21]=1[N:27]1[CH2:32][CH2:31][N:30]([CH2:2][CH2:3][CH2:4][O:5][C:6]2[CH:15]=[CH:14][C:9]3[NH:10][C:11](=[O:13])[NH:12][C:8]=3[CH:7]=2)[CH2:29][CH2:28]1. Given the reactants Br[CH2:2][CH2:3][CH2:4][O:5][C:6]1[CH:15]=[CH:14][C:9]2[NH:10][C:11](=[O:13])[NH:12][C:8]=2[CH:7]=1.[Na+].[I-].Cl.[Cl:19][C:20]1[C:25]([Cl:26])=[CH:24][CH:23]=[CH:22][C:21]=1[N:27]1[CH2:32][CH2:31][NH:30][CH2:29][CH2:28]1.C([O-])([O-])=O.[K+].[K+], predict the reaction product. (2) Given the reactants FC(F)(F)C(O)=O.O[C:9]([C:22]1[CH:34]=[CH:33][C:25]2[N:26]([CH2:30][O:31][CH3:32])[C:27](=[O:29])[S:28][C:24]=2[CH:23]=1)([C:11]1[N:15](C2CCCCO2)[N:14]=[CH:13][CH:12]=1)[CH3:10].C(Cl)Cl, predict the reaction product. The product is: [CH3:32][O:31][CH2:30][N:26]1[C:25]2[CH:33]=[CH:34][C:22]([C:9]([C:11]3[NH:15][N:14]=[CH:13][CH:12]=3)=[CH2:10])=[CH:23][C:24]=2[S:28][C:27]1=[O:29]. (3) Given the reactants [C:1]1(=[O:11])[C:9]2[C:4](=[CH:5][CH:6]=[CH:7][CH:8]=2)[C:3](=[O:10])O1.[NH2:12][C@@H:13]([CH2:16][C:17]1[CH:22]=[CH:21][CH:20]=[CH:19][CH:18]=1)[CH2:14][OH:15], predict the reaction product. The product is: [OH:15][CH2:14][C@@H:13]([N:12]1[C:3](=[O:10])[C:4]2[C:9](=[CH:8][CH:7]=[CH:6][CH:5]=2)[C:1]1=[O:11])[CH2:16][C:17]1[CH:18]=[CH:19][CH:20]=[CH:21][CH:22]=1. (4) Given the reactants [F-].[K+].I[C:4]1[C:20]([O:21][CH2:22][C@@H:23]([N:28]2[C:36](=[O:37])[C:35]3[C:30](=[CH:31][CH:32]=[CH:33][CH:34]=3)[C:29]2=[O:38])[CH2:24][CH:25]([CH3:27])[CH3:26])=[CH:19][C:7]2[N:8]([CH3:18])[C:9](=[O:17])[C:10]3[C:15]([C:6]=2[CH:5]=1)=[CH:14][CH:13]=[N:12][C:11]=3[CH3:16].C[Si](C)(C)[C:41]([F:44])([F:43])[F:42].N, predict the reaction product. The product is: [CH3:16][C:11]1[N:12]=[CH:13][CH:14]=[C:15]2[C:10]=1[C:9](=[O:17])[N:8]([CH3:18])[C:7]1[CH:19]=[C:20]([O:21][CH2:22][C@@H:23]([N:28]3[C:29](=[O:38])[C:30]4[C:35](=[CH:34][CH:33]=[CH:32][CH:31]=4)[C:36]3=[O:37])[CH2:24][CH:25]([CH3:27])[CH3:26])[C:4]([C:41]([F:44])([F:43])[F:42])=[CH:5][C:6]2=1.